From a dataset of Catalyst prediction with 721,799 reactions and 888 catalyst types from USPTO. Predict which catalyst facilitates the given reaction. (1) Reactant: [CH2:1]([O:8][CH2:9][CH:10]([CH2:22][O:23]CC1C=CC=CC=1)[O:11][CH2:12][CH2:13][NH:14][C:15](=[O:21])[O:16][C:17]([CH3:20])([CH3:19])[CH3:18])[C:2]1[CH:7]=[CH:6][CH:5]=[CH:4][CH:3]=1. Product: [OH:8][CH2:9][CH:10]([CH2:22][OH:23])[O:11][CH2:12][CH2:13][NH:14][C:15](=[O:21])[O:16][C:17]([CH3:18])([CH3:19])[CH3:20].[CH2:1]([O:8][CH2:9][CH:10]([CH2:22][OH:23])[O:11][CH2:12][CH2:13][NH:14][C:15](=[O:21])[O:16][C:17]([CH3:18])([CH3:19])[CH3:20])[C:2]1[CH:3]=[CH:4][CH:5]=[CH:6][CH:7]=1. The catalyst class is: 129. (2) Reactant: [Cl:1][C:2]1[N:6]2[CH:7]=[C:8]([C:15]3[CH:19]=[CH:18][O:17][CH:16]=3)[CH:9]=[C:10]([C:11]([F:14])([F:13])[F:12])[C:5]2=[N:4][C:3]=1[C:20]([OH:22])=O.[CH3:23][C@@H:24]1[O:28][C:27](=[O:29])[N:26]([CH:30]2[CH2:35][CH2:34][NH:33][CH2:32][CH2:31]2)[CH2:25]1.CCN(C(C)C)C(C)C.CN(C(ON1N=NC2C=CC=NC1=2)=[N+](C)C)C.F[P-](F)(F)(F)(F)F. Product: [Cl:1][C:2]1[N:6]2[CH:7]=[C:8]([C:15]3[CH:19]=[CH:18][O:17][CH:16]=3)[CH:9]=[C:10]([C:11]([F:13])([F:12])[F:14])[C:5]2=[N:4][C:3]=1[C:20]([N:33]1[CH2:32][CH2:31][CH:30]([N:26]2[CH2:25][C@H:24]([CH3:23])[O:28][C:27]2=[O:29])[CH2:35][CH2:34]1)=[O:22]. The catalyst class is: 3.